From a dataset of Forward reaction prediction with 1.9M reactions from USPTO patents (1976-2016). Predict the product of the given reaction. Given the reactants [OH:1][C:2]1[CH:11]=[CH:10][C:5]([C:6]([O:8][CH3:9])=[O:7])=[CH:4][C:3]=1[O:12][CH3:13].C([O-])([O-])=O.[K+].[K+].Br[CH2:21][CH2:22][OH:23].O, predict the reaction product. The product is: [OH:23][CH2:22][CH2:21][O:1][C:2]1[CH:11]=[CH:10][C:5]([C:6]([O:8][CH3:9])=[O:7])=[CH:4][C:3]=1[O:12][CH3:13].